Predict the reactants needed to synthesize the given product. From a dataset of Full USPTO retrosynthesis dataset with 1.9M reactions from patents (1976-2016). (1) Given the product [CH3:19][O:18][CH2:17][C:10]1[O:9][N:8]=[C:7]([C:1]2[CH:2]=[CH:3][CH:4]=[CH:5][CH:6]=2)[C:11]=1[C:12]1[N:13]=[CH:14][N:15]([C:21]2[CH:26]=[CH:25][C:24]([C:27]([F:30])([F:29])[F:28])=[CH:23][CH:22]=2)[CH:16]=1, predict the reactants needed to synthesize it. The reactants are: [C:1]1([C:7]2[C:11]([C:12]3[N:13]=[CH:14][NH:15][CH:16]=3)=[C:10]([CH2:17][O:18][CH3:19])[O:9][N:8]=2)[CH:6]=[CH:5][CH:4]=[CH:3][CH:2]=1.F[C:21]1[CH:26]=[CH:25][C:24]([C:27]([F:30])([F:29])[F:28])=[CH:23][CH:22]=1. (2) Given the product [CH3:11][C:10]1[CH:9]=[CH:8][CH:7]=[C:3]2[C:2]=1[N:1]=[CH:16][NH:17][C:4]2=[O:5], predict the reactants needed to synthesize it. The reactants are: [NH2:1][C:2]1[C:10]([CH3:11])=[CH:9][CH:8]=[CH:7][C:3]=1[C:4](O)=[O:5].C(O)(=O)C.[CH:16](N)=[NH:17].C(N)=O.Cl. (3) Given the product [ClH:47].[CH2:31]([N:33]1[CH2:38][CH2:37][N:36]([C:20]2[C:21]3[C:26](=[CH:25][CH:24]=[CH:23][CH:22]=3)[CH:27]=[C:18]([C:15]3[CH:16]=[CH:17][C:12]([O:11][CH2:10][CH2:9][O:8][CH2:1][C:2]4[CH:3]=[CH:4][CH:5]=[CH:6][CH:7]=4)=[CH:13][C:14]=3[O:29][CH3:30])[N:19]=2)[CH2:35][CH2:34]1)[CH3:32], predict the reactants needed to synthesize it. The reactants are: [CH2:1]([O:8][CH2:9][CH2:10][O:11][C:12]1[CH:17]=[CH:16][C:15]([C:18]2[NH:19][C:20](=O)[C:21]3[C:26]([CH:27]=2)=[CH:25][CH:24]=[CH:23][CH:22]=3)=[C:14]([O:29][CH3:30])[CH:13]=1)[C:2]1[CH:7]=[CH:6][CH:5]=[CH:4][CH:3]=1.[CH2:31]([N:33]1[CH2:38][CH2:37][NH:36][CH2:35][CH2:34]1)[CH3:32].C(=O)([O-])[O-].[K+].[K+].P(Cl)(Cl)([Cl:47])=O.